Dataset: Full USPTO retrosynthesis dataset with 1.9M reactions from patents (1976-2016). Task: Predict the reactants needed to synthesize the given product. (1) Given the product [C:42]12([C:36]3[CH:35]=[C:34]([C:31]4[CH:32]=[CH:33][C:28]([C:17]#[C:16][C:8]5([NH:7][C:6](=[O:18])[O:5][C:1]([CH3:4])([CH3:3])[CH3:2])[CH2:13][O:12][C:11]([CH3:15])([CH3:14])[O:10][CH2:9]5)=[CH:29][CH:30]=4)[CH:39]=[CH:38][C:37]=3[O:40][CH3:41])[CH2:49][CH:48]3[CH2:47][CH:46]([CH2:45][CH:44]([CH2:50]3)[CH2:43]1)[CH2:51]2, predict the reactants needed to synthesize it. The reactants are: [C:1]([O:5][C:6](=[O:18])[NH:7][C:8]1([C:16]#[CH:17])[CH2:13][O:12][C:11]([CH3:15])([CH3:14])[O:10][CH2:9]1)([CH3:4])([CH3:3])[CH3:2].C#CCCCCCC.Br[C:28]1[CH:33]=[CH:32][C:31]([C:34]2[CH:39]=[CH:38][C:37]([O:40][CH3:41])=[C:36]([C:42]34[CH2:51][CH:46]5[CH2:47][CH:48]([CH2:50][CH:44]([CH2:45]5)[CH2:43]3)[CH2:49]4)[CH:35]=2)=[CH:30][CH:29]=1.IC1C=C2C(=CC=1)CN(C(C1C=CC=CC=1)(C1C=CC=CC=1)C1C=CC=CC=1)C2. (2) Given the product [CH2:24]([O:23][C:21]([NH:20][CH:17]1[CH2:16][CH2:15][CH:14]([N:11]2[C:12]([CH3:13])=[C:8]([C:6]([OH:7])=[O:5])[CH:9]=[N:10]2)[CH2:19][CH2:18]1)=[O:22])[C:25]1[CH:26]=[CH:27][CH:28]=[CH:29][CH:30]=1, predict the reactants needed to synthesize it. The reactants are: [OH-].[K+].C([O:5][C:6]([C:8]1[CH:9]=[N:10][N:11]([C@H:14]2[CH2:19][CH2:18][C@H:17]([NH:20][C:21]([O:23][CH2:24][C:25]3[CH:30]=[CH:29][CH:28]=[CH:27][CH:26]=3)=[O:22])[CH2:16][CH2:15]2)[C:12]=1[CH3:13])=[O:7])C.